This data is from Catalyst prediction with 721,799 reactions and 888 catalyst types from USPTO. The task is: Predict which catalyst facilitates the given reaction. (1) Reactant: [CH2:1]([O:8][N:9]1[C:14]2[N:15]=[CH:16][N:17]=[CH:18][C:13]=2[C:12]([OH:19])=[CH:11][C:10]1=[O:20])[C:2]1[CH:7]=[CH:6][CH:5]=[CH:4][CH:3]=1.[CH3:21][O:22]C(OC)N(C)C. Product: [CH2:1]([O:8][N:9]1[C:14]2[N:15]=[CH:16][N:17]=[CH:18][C:13]=2[C:12]([OH:19])=[C:11]([CH:21]=[O:22])[C:10]1=[O:20])[C:2]1[CH:3]=[CH:4][CH:5]=[CH:6][CH:7]=1. The catalyst class is: 2. (2) Reactant: [C:1]([O:5][C:6](=[O:16])[CH2:7]/[N:8]=[CH:9]/[CH2:10][CH:11]1[CH2:15][CH2:14][CH2:13][CH2:12]1)([CH3:4])([CH3:3])[CH3:2].[Cl:17][C:18]1[C:19]([F:35])=[C:20](/[CH:24]=[C:25](/[C:28]2[CH:33]=[CH:32][C:31]([Cl:34])=[CH:30][CH:29]=2)\[C:26]#[N:27])[CH:21]=[CH:22][CH:23]=1.C(N(CC)CC)C. Product: [C:1]([O:5][C:6]([CH:7]1[CH:24]([C:20]2[CH:21]=[CH:22][CH:23]=[C:18]([Cl:17])[C:19]=2[F:35])[C:25]([C:28]2[CH:29]=[CH:30][C:31]([Cl:34])=[CH:32][CH:33]=2)([C:26]#[N:27])[CH:9]([CH2:10][CH:11]2[CH2:12][CH2:13][CH2:14][CH2:15]2)[NH:8]1)=[O:16])([CH3:4])([CH3:2])[CH3:3]. The catalyst class is: 4.